This data is from Blood-brain barrier penetration binary classification data from Martins et al.. The task is: Regression/Classification. Given a drug SMILES string, predict its absorption, distribution, metabolism, or excretion properties. Task type varies by dataset: regression for continuous measurements (e.g., permeability, clearance, half-life) or binary classification for categorical outcomes (e.g., BBB penetration, CYP inhibition). Dataset: bbb_martins. (1) The molecule is Cc1cccc2c1Oc1ccccc1C1(O)CCNCC21. The result is 1 (penetrates BBB). (2) The molecule is O=C1NC(=O)C2(c3ccc(Cl)cc3)CC12. The result is 1 (penetrates BBB).